This data is from Full USPTO retrosynthesis dataset with 1.9M reactions from patents (1976-2016). The task is: Predict the reactants needed to synthesize the given product. (1) Given the product [Br:1][C:2]1[CH:7]=[CH:6][C:5]([C:8]2([C:9]#[N:10])[CH2:13][CH2:12]2)=[CH:4][CH:3]=1, predict the reactants needed to synthesize it. The reactants are: [Br:1][C:2]1[CH:7]=[CH:6][C:5]([CH2:8][C:9]#[N:10])=[CH:4][CH:3]=1.Br[CH2:12][CH2:13]Cl.[OH-].[Na+]. (2) Given the product [Br:14][C:7]1[CH:6]=[C:5]([O:9][CH3:10])[C:4]([OH:11])=[C:3]([O:2][CH3:1])[CH:8]=1, predict the reactants needed to synthesize it. The reactants are: [CH3:1][O:2][C:3]1[CH:8]=[CH:7][CH:6]=[C:5]([O:9][CH3:10])[C:4]=1[OH:11].CO.[Br:14]N1C(=O)CCC1=O. (3) The reactants are: [CH:1]1([C@H:4]([NH:6][C:7]2[C:8]3[N:9]([CH:16]=[C:17]([C:19]4[CH:24]=CC=C(C=C)[CH:20]=4)[CH:18]=3)[N:10]=[CH:11][C:12]=2[C:13]([NH2:15])=O)[CH3:5])[CH2:3][CH2:2]1.C[N+]1([O-])CC[O:31][CH2:30]C1.[CH2:35]1[CH2:39][O:38][CH2:37][CH2:36]1.[OH2:40]. Given the product [CH:1]1([C@H:4]([NH:6][C:7]2[C:8]3[N:9]([CH:16]=[C:17]([C:19]4[CH:24]=[CH:37][CH:36]=[C:35]([CH:39]([OH:38])[CH2:30][OH:31])[CH:20]=4)[CH:18]=3)[N:10]=[CH:11][C:12]=2[C:13]([NH2:15])=[O:40])[CH3:5])[CH2:3][CH2:2]1, predict the reactants needed to synthesize it. (4) Given the product [Si:29]([O:36][CH2:37][CH2:38][CH2:39][NH:40][C:21](=[O:27])[NH:1][C:2]1[CH:11]=[CH:10][C:9]([O:12][C:13]([F:14])([F:15])[F:16])=[CH:8][C:3]=1[C:4]([O:6][CH3:7])=[O:5])([C:32]([CH3:34])([CH3:35])[CH3:33])([CH3:31])[CH3:30], predict the reactants needed to synthesize it. The reactants are: [NH2:1][C:2]1[CH:11]=[CH:10][C:9]([O:12][C:13]([F:16])([F:15])[F:14])=[CH:8][C:3]=1[C:4]([O:6][CH3:7])=[O:5].ClC(Cl)(O[C:21](=[O:27])OC(Cl)(Cl)Cl)Cl.[Si:29]([O:36][CH2:37][CH2:38][CH2:39][NH2:40])([C:32]([CH3:35])([CH3:34])[CH3:33])([CH3:31])[CH3:30]. (5) Given the product [C:1]([C:3]1[CH:8]=[CH:7][C:6]([CH2:9][CH2:10][N:11]2[CH2:16][CH2:15][N:14]([C:17]([O:19][C:20]([CH3:23])([CH3:22])[CH3:21])=[O:18])[CH2:13][CH2:12]2)=[CH:5][C:4]=1[NH:25][CH3:26])#[N:2], predict the reactants needed to synthesize it. The reactants are: [C:1]([C:3]1[CH:8]=[CH:7][C:6]([CH2:9][CH2:10][N:11]2[CH2:16][CH2:15][N:14]([C:17]([O:19][C:20]([CH3:23])([CH3:22])[CH3:21])=[O:18])[CH2:13][CH2:12]2)=[CH:5][C:4]=1F)#[N:2].[NH2:25][CH3:26]. (6) Given the product [C:2]1([C:1]2[NH:9][C:10]3[C:15]([CH:16]=2)=[CH:14][CH:13]=[CH:12][N:11]=3)[CH:7]=[CH:6][CH:5]=[CH:4][CH:3]=1, predict the reactants needed to synthesize it. The reactants are: [C:1]([NH:9][C:10]1[C:15]([CH3:16])=[CH:14][CH:13]=[CH:12][N:11]=1)(=O)[C:2]1[CH:7]=[CH:6][CH:5]=[CH:4][CH:3]=1.[H-].[Na+]. (7) Given the product [Br:8][C:3]1[C:4]([CH3:7])=[N:5][O:6][C:2]=1[NH:1][S:22]([C:18]1[S:19][CH:20]=[CH:21][C:17]=1[CH2:9][CH2:10][C:11]1[CH:12]=[CH:13][CH:14]=[CH:15][CH:16]=1)(=[O:23])=[O:24], predict the reactants needed to synthesize it. The reactants are: [NH2:1][C:2]1[O:6][N:5]=[C:4]([CH3:7])[C:3]=1[Br:8].[CH2:9]([C:17]1[CH:21]=[CH:20][S:19][C:18]=1[S:22](Cl)(=[O:24])=[O:23])[CH2:10][C:11]1[CH:16]=[CH:15][CH:14]=[CH:13][CH:12]=1.